From a dataset of Peptide-MHC class I binding affinity with 185,985 pairs from IEDB/IMGT. Regression. Given a peptide amino acid sequence and an MHC pseudo amino acid sequence, predict their binding affinity value. This is MHC class I binding data. (1) The peptide sequence is EEMPLVWDL. The MHC is HLA-A30:01 with pseudo-sequence HLA-A30:01. The binding affinity (normalized) is 0.0847. (2) The peptide sequence is LLRDKDGVY. The MHC is HLA-A30:01 with pseudo-sequence HLA-A30:01. The binding affinity (normalized) is 0.0847.